From a dataset of Forward reaction prediction with 1.9M reactions from USPTO patents (1976-2016). Predict the product of the given reaction. Given the reactants [CH:1]1([C@@H:7]([NH:9][C:10]([C:12]2[C:21]3[CH:20]=[C:19]4[O:22][CH2:23][CH2:24][O:25][C:18]4=[CH:17][C:16]=3[N:15]=[C:14]([C:26]3[CH:31]=[CH:30][CH:29]=[CH:28][CH:27]=3)[C:13]=2[CH3:32])=[O:11])[CH3:8])[CH2:6][CH2:5][CH2:4][CH2:3][CH2:2]1.C1C(=O)N(Br)C(=O)C1.C(OOC(=O)C1C=CC=CC=1)(=O)C1C=CC=CC=1.[N:59]1([CH:65]2[CH2:70][CH2:69][NH:68][CH2:67][CH2:66]2)[CH2:64][CH2:63][CH2:62][CH2:61][CH2:60]1.C([O-])([O-])=O.[K+].[K+], predict the reaction product. The product is: [CH:1]1([C@@H:7]([NH:9][C:10]([C:12]2[C:21]3[CH:20]=[C:19]4[O:22][CH2:23][CH2:24][O:25][C:18]4=[CH:17][C:16]=3[N:15]=[C:14]([C:26]3[CH:31]=[CH:30][CH:29]=[CH:28][CH:27]=3)[C:13]=2[CH2:32][N:68]2[CH2:69][CH2:70][CH:65]([N:59]3[CH2:64][CH2:63][CH2:62][CH2:61][CH2:60]3)[CH2:66][CH2:67]2)=[O:11])[CH3:8])[CH2:6][CH2:5][CH2:4][CH2:3][CH2:2]1.